Dataset: Full USPTO retrosynthesis dataset with 1.9M reactions from patents (1976-2016). Task: Predict the reactants needed to synthesize the given product. (1) The reactants are: [C:1]1([CH3:9])[CH:6]=[CH:5][C:4]([CH:7]=O)=[CH:3][CH:2]=1.[CH3:10][NH:11][CH2:12][CH2:13][OH:14].C(O)(=O)C.[BH4-].[Na+]. Given the product [CH3:10][N:11]([CH2:7][C:4]1[CH:5]=[CH:6][C:1]([CH3:9])=[CH:2][CH:3]=1)[CH2:12][CH2:13][OH:14], predict the reactants needed to synthesize it. (2) Given the product [Cl:1][C:2]1[C:9]([O:10][CH3:11])=[CH:8][CH:7]=[C:6]([Cl:12])[C:3]=1[CH2:4][OH:5], predict the reactants needed to synthesize it. The reactants are: [Cl:1][C:2]1[C:9]([O:10][CH3:11])=[CH:8][CH:7]=[C:6]([Cl:12])[C:3]=1[CH:4]=[O:5].[BH4-].[Na+]. (3) Given the product [C:1]([N:5]([CH2:10][CH2:11][C:12]([OH:19])([C:13]1[CH:18]=[CH:17][CH:16]=[CH:15][CH:14]=1)[CH2:25][CH:21]=[CH2:22])[C:6](=[O:9])[O:7][CH3:8])([CH3:4])([CH3:2])[CH3:3], predict the reactants needed to synthesize it. The reactants are: [C:1]([N:5]([CH2:10][CH2:11][C:12](=[O:19])[C:13]1[CH:18]=[CH:17][CH:16]=[CH:15][CH:14]=1)[C:6](=[O:9])[O:7][CH3:8])([CH3:4])([CH3:3])[CH3:2].[Br-].[CH2:21]1[CH2:25]OC[CH2:22]1.